From a dataset of Full USPTO retrosynthesis dataset with 1.9M reactions from patents (1976-2016). Predict the reactants needed to synthesize the given product. (1) Given the product [C:20]([N:9]1[CH2:10][CH2:11][CH2:12][CH:8]1[C:5]1[CH:4]=[CH:3][C:2]([Br:1])=[CH:7][CH:6]=1)(=[O:22])[CH3:21], predict the reactants needed to synthesize it. The reactants are: [Br:1][C:2]1[CH:7]=[CH:6][C:5]([CH:8]2[CH2:12][CH2:11][CH2:10][NH:9]2)=[CH:4][CH:3]=1.C(N(CC)CC)C.[C:20](Cl)(=[O:22])[CH3:21]. (2) Given the product [C:22]([C:7]1[C:6]([S:3](=[O:5])(=[O:4])[N:2]([CH3:21])[CH3:1])=[CH:16][C:10]([C:11]([O:13][CH2:14][CH3:15])=[O:12])=[C:9]([O:17][CH2:18][CH3:19])[CH:8]=1)#[N:23], predict the reactants needed to synthesize it. The reactants are: [CH3:1][N:2]([CH3:21])[S:3]([C:6]1[C:7](I)=[CH:8][C:9]([O:17][CH2:18][CH3:19])=[C:10]([CH:16]=1)[C:11]([O:13][CH2:14][CH3:15])=[O:12])(=[O:5])=[O:4].[CH3:22][N:23](C)C=O. (3) Given the product [CH2:20]=[C:19]1[CH2:18][CH2:17][CH2:16][N:8]([C:9]([O:10][C:11]([CH3:14])([CH3:13])[CH3:12])=[O:15])[C:7]2[CH:6]=[CH:5][CH:4]=[N:3][C:2]1=2, predict the reactants needed to synthesize it. The reactants are: Br[C:2]1[C:7]([N:8]([CH2:16][CH2:17][CH2:18][CH:19]=[CH2:20])[C:9](=[O:15])[O:10][C:11]([CH3:14])([CH3:13])[CH3:12])=[CH:6][CH:5]=[CH:4][N:3]=1.C1C=CC(P(C2C=CC=CC=2)C2C=CC=CC=2)=CC=1.CC([O-])=O.[K+]. (4) Given the product [N+:1]([C:4]1[CH:9]=[CH:8][CH:7]=[CH:6][C:5]=1[S:10]([N:17]1[CH:18]=[CH:19][CH:20]=[CH:21][CH:16]1[CH2:15][NH2:14])(=[O:12])=[O:11])([O-:3])=[O:2], predict the reactants needed to synthesize it. The reactants are: [N+:1]([C:4]1[CH:9]=[CH:8][CH:7]=[CH:6][C:5]=1[S:10](Cl)(=[O:12])=[O:11])([O-:3])=[O:2].[NH2:14][CH2:15][C:16]1[CH:21]=[CH:20][CH:19]=[CH:18][N:17]=1.CCN(CC)CC. (5) Given the product [C:2]1([CH3:1])[CH:3]=[CH:4][C:5]([S:8]([NH2:11])(=[O:9])=[O:10])=[CH:6][CH:7]=1.[CH3:1][C:2]1[CH:7]=[CH:6][C:5]([S:8]([NH:11][C:12](=[O:36])[O:13][CH2:14][CH2:15][C:16]2[CH:21]=[CH:20][C:19]([N:22]3[C:26]([CH3:27])=[C:25]([C:28]4[CH:33]=[CH:32][C:31]([NH:49][C:50](=[O:52])[CH3:51])=[CH:30][CH:29]=4)[C:24]([CH3:35])=[N:23]3)=[CH:18][CH:17]=2)(=[O:10])=[O:9])=[CH:4][CH:3]=1, predict the reactants needed to synthesize it. The reactants are: [CH3:1][C:2]1[CH:7]=[CH:6][C:5]([S:8]([NH:11][C:12](=[O:36])[O:13][CH2:14][CH2:15][C:16]2[CH:21]=[CH:20][C:19]([N:22]3[C:26]([CH3:27])=[C:25]([C:28]4[CH:33]=[CH:32][C:31](F)=[CH:30][CH:29]=4)[C:24]([CH3:35])=[N:23]3)=[CH:18][CH:17]=2)(=[O:10])=[O:9])=[CH:4][CH:3]=1.CC1(C)C(C)(C)OB(C2C=CC([NH:49][C:50](=[O:52])[CH3:51])=CC=2)O1. (6) Given the product [CH2:1]([N:4]1[CH2:8][CH:7]2[C:6]([C:11]3[S:15][CH:14]=[N:13][CH:12]=3)([N:16]=[C:17]([NH:19][C:20](=[O:27])[C:21]3[CH:26]=[CH:25][CH:24]=[CH:23][CH:22]=3)[S:18][CH2:9]2)[CH2:5]1)[CH:2]=[CH2:3], predict the reactants needed to synthesize it. The reactants are: [CH2:1]([N:4]1[CH2:8][CH:7]([CH2:9]O)[C:6]([NH:16][C:17]([NH:19][C:20](=[O:27])[C:21]2[CH:26]=[CH:25][CH:24]=[CH:23][CH:22]=2)=[S:18])([C:11]2[S:15][CH:14]=[N:13][CH:12]=2)[CH2:5]1)[CH:2]=[CH2:3].C1(P(C2C=CC=CC=2)C2C=CC=CC=2)C=CC=CC=1.N(C(OC(C)(C)C)=O)=NC(OC(C)(C)C)=O. (7) The reactants are: Cl.[NH2:2][C:3]1[C:8]([O:9][CH3:10])=[CH:7][C:6]([O:11][CH3:12])=[CH:5][C:4]=1[OH:13].F[C:15]1[CH:20]=[CH:19][C:18]([N+:21]([O-:23])=[O:22])=[CH:17][C:16]=1[N+:24]([O-:26])=[O:25].C([O-])(=O)C.[Na+]. Given the product [N+:21]([C:18]1[CH:17]=[C:16]([N+:24]([O-:26])=[O:25])[CH:15]=[CH:20][C:19]=1[NH:2][C:3]1[C:8]([O:9][CH3:10])=[CH:7][C:6]([O:11][CH3:12])=[CH:5][C:4]=1[OH:13])([O-:23])=[O:22], predict the reactants needed to synthesize it.